This data is from Full USPTO retrosynthesis dataset with 1.9M reactions from patents (1976-2016). The task is: Predict the reactants needed to synthesize the given product. (1) The reactants are: [CH2:1]([N:6]([C:21]1[CH:30]=[CH:29][C:28]2[C:27]([CH3:32])([CH3:31])[CH2:26][CH2:25][C:24]([CH3:34])([CH3:33])[C:23]=2[CH:22]=1)[C:7](=[O:20])[NH:8][C:9]1[CH:19]=[CH:18][C:12]([C:13]([O:15]CC)=[O:14])=[CH:11][CH:10]=1)[CH2:2][CH2:3][CH2:4][CH3:5].[OH-].[K+].C1COCC1.Cl. Given the product [CH2:1]([N:6]([C:21]1[CH:30]=[CH:29][C:28]2[C:27]([CH3:32])([CH3:31])[CH2:26][CH2:25][C:24]([CH3:33])([CH3:34])[C:23]=2[CH:22]=1)[C:7](=[O:20])[NH:8][C:9]1[CH:19]=[CH:18][C:12]([C:13]([OH:15])=[O:14])=[CH:11][CH:10]=1)[CH2:2][CH2:3][CH2:4][CH3:5], predict the reactants needed to synthesize it. (2) Given the product [F:46][C:47]1[CH:48]=[C:49]([CH:88]=[C:89]([F:91])[CH:90]=1)[CH2:50][N:51]1[CH:55]=[C:54]([C:56]2[C:64]3[C:59](=[N:60][CH:61]=[C:62]([C:65]4[CH:66]=[N:67][C:68]([N:71]5[CH2:72][CH2:73][N:74]([CH3:77])[CH2:75][CH2:76]5)=[CH:69][CH:70]=4)[CH:63]=3)[NH:58][CH:57]=2)[CH:53]=[N:52]1, predict the reactants needed to synthesize it. The reactants are: Cl.FC1C=C(C=CC=1)CN1C=C(C2C3C(=NC=C(C4C=CC(C5CCNCC5)=CC=4)C=3)N(S(C3C=CC(C)=CC=3)(=O)=O)C=2)C=N1.[F:46][C:47]1[CH:48]=[C:49]([CH:88]=[C:89]([F:91])[CH:90]=1)[CH2:50][N:51]1[CH:55]=[C:54]([C:56]2[C:64]3[C:59](=[N:60][CH:61]=[C:62]([C:65]4[CH:66]=[N:67][C:68]([N:71]5[CH2:76][CH2:75][N:74]([CH3:77])[CH2:73][CH2:72]5)=[CH:69][CH:70]=4)[CH:63]=3)[N:58](S(C3C=CC(C)=CC=3)(=O)=O)[CH:57]=2)[CH:53]=[N:52]1.[OH-].[Li+]. (3) Given the product [CH3:10][O:9][C:7](=[O:8])[C:6]1[CH:11]=[C:12]([O:14][CH2:18][CH:17]=[CH2:16])[CH:13]=[C:4]([C:3]([O:2][CH3:1])=[O:15])[CH:5]=1, predict the reactants needed to synthesize it. The reactants are: [CH3:1][O:2][C:3](=[O:15])[C:4]1[CH:13]=[C:12]([OH:14])[CH:11]=[C:6]([C:7]([O:9][CH3:10])=[O:8])[CH:5]=1.[CH2:16](Br)[CH:17]=[CH2:18].C(=O)([O-])[O-].[K+].[K+]. (4) Given the product [CH3:3][O:15][C:14]([C@@H:8]1[CH2:9][CH2:10][CH2:11][CH2:12][CH2:13][C@@H:7]1[NH2:6])=[O:16], predict the reactants needed to synthesize it. The reactants are: Cl[Si](C)(C)[CH3:3].[NH2:6][C@H:7]1[CH2:13][CH2:12][CH2:11][CH2:10][CH2:9][C@H:8]1[C:14]([OH:16])=[O:15]. (5) Given the product [Cl:1][C:2]1[CH:3]=[CH:4][C:5]([C:6]([N:8]2[CH2:14][C:13]3[CH:15]=[CH:16][C:17]([CH2:19][CH2:20][C:21]([OH:23])=[O:22])=[CH:18][C:12]=3[N:11]([CH2:25][C:26]3[CH:31]=[CH:30][C:29]([C:32]([N:34]4[CH2:38][CH2:37][CH2:36][CH2:35]4)=[O:33])=[CH:28][CH:27]=3)[C:10](=[O:39])[CH2:9]2)=[O:7])=[CH:40][CH:41]=1, predict the reactants needed to synthesize it. The reactants are: [Cl:1][C:2]1[CH:41]=[CH:40][C:5]([C:6]([N:8]2[CH2:14][C:13]3[CH:15]=[CH:16][C:17]([CH2:19][CH2:20][C:21]([O:23]C)=[O:22])=[CH:18][C:12]=3[N:11]([CH2:25][C:26]3[CH:31]=[CH:30][C:29]([C:32]([N:34]4[CH2:38][CH2:37][CH2:36][CH2:35]4)=[O:33])=[CH:28][CH:27]=3)[C:10](=[O:39])[CH2:9]2)=[O:7])=[CH:4][CH:3]=1. (6) The reactants are: C([NH:9][C:10]1[O:11][C@H:12]([C:36]([F:39])([F:38])[F:37])[CH2:13][C@@:14]([C:19]2[N:24]=[C:23]([NH:25][C:26](=[O:34])[C:27]3[CH:32]=[CH:31][C:30]([Cl:33])=[CH:29][N:28]=3)[CH:22]=[CH:21][C:20]=2[F:35])([CH:16]([F:18])[F:17])[N:15]=1)(=O)C1C=CC=CC=1.N12CCCN=C1CCCCC2. Given the product [NH2:9][C:10]1[O:11][C@H:12]([C:36]([F:37])([F:39])[F:38])[CH2:13][C@@:14]([C:19]2[N:24]=[C:23]([NH:25][C:26](=[O:34])[C:27]3[CH:32]=[CH:31][C:30]([Cl:33])=[CH:29][N:28]=3)[CH:22]=[CH:21][C:20]=2[F:35])([CH:16]([F:17])[F:18])[N:15]=1, predict the reactants needed to synthesize it.